Dataset: Experimentally validated miRNA-target interactions with 360,000+ pairs, plus equal number of negative samples. Task: Binary Classification. Given a miRNA mature sequence and a target amino acid sequence, predict their likelihood of interaction. (1) The miRNA is hsa-miR-6883-5p with sequence AGGGAGGGUGUGGUAUGGAUGU. The protein sequence of the target gene is MPLELTQSRVQKIWVPVDHRPSLPRSCGPKLTNSPTVIVMVGLPARGKTYISKKLTRYLNWIGVPTKVFNVGEYRREAVKQYSSYNFFRPDNEEAMKVRKQCALAALRDVKSYLAKEGGQIAVFDATNTTRERRHMILHFAKENDFKAFFIESVCDDPTVVASNIMEVKISSPDYKDCNSAEAMDDFMKRISCYEASYQPLDPDKCDRDLSLIKVIDVGRRFLVNRVQDHIQSRIVYYLMNIHVQPRTIYLCRHGENEHNLQGRIGGDSGLSSRGKKFASALSKFVEEQNLKDLRVWTSQ.... Result: 1 (interaction). (2) The miRNA is hsa-miR-5787 with sequence GGGCUGGGGCGCGGGGAGGU. The protein sequence of the target gene is MSLSHLYRDGEGRIDDDDDERENFEITDWDLQNEFNPNRQRHWQTKEEATYGVWAERDSDDERPSFGGKRARDYSAPVNFISAGLKKGAAEEAELEDSDDEEKPVKQDDFPKDFGPRKLKTGGNFKPSQKGFAGGTKSFMDFGSWERHTKGIGQKLLQKMGYVPGRGLGKNAQGIINPIEAKQRKGKGAVGAYGSERTTQSMQDFPVVDSEEEAEEEFQKELSQWRKDPSGSKKKPKYSYKTVEELKAKGRISKKLTAPQKELSQVKVIDMTGREQKVYYSYSQISHKHNVPDDGLPLQS.... Result: 0 (no interaction). (3) Result: 0 (no interaction). The miRNA is rno-miR-290 with sequence UCUCAAACUAUGGGGGCA. The protein sequence of the target gene is MPSVCLLLLLFLAVGGALGNRPFRAFVVTDTTLTHLAVHRVTGEVFVGAVNRVFKLAPNLTELRAHVTGPVEDNARCYPPPSMRVCAHRLAPVDNINKLLLIDYAARRLVACGSIWQGICQFLRLDDLFKLGEPHHRKEHYLSGAQEPDSMAGVIVEQGQGPSKLFVGTAVDGKSEYFPTLSSRKLISDEDSADMFSLVYQDEFVSSQIKIPSDTLSLYPAFDIYYIYGFVSASFVYFLTLQLDTQQTLLDTAGEKFFTSKIVRMCAGDSEFYSYVEFPIGCSWRGVEYRLVQSAHLAKP.... (4) The miRNA is mmu-miR-101c with sequence ACAGUACUGUGAUAACUGA. The protein sequence of the target gene is MIDLSFLTEEEQDAILKVLQRDAALKRAEEERVRHLPEKIKDDQQLKNMSGQWFYEAKAKRHRDKIHGADIIRASMRRKKLPAAAEQNKDTAMRAKESWVNNVNKDAVLPPEIAVVEEPEDDTDPAGPSSSLVDPASSVIDMSQESTRTPAVSLPKQRKNPFNSPKLPEDHSLQQTKPEQSKTGKAGLFQISKEGELSESKEKSSIPDMPRQQLEKPKQTVSTEPENASHTKAPIPKARKLIYKSNDLEKDDNQSFPRQRRDSLNARGAPRGILKRNSSSSSTDSETLRLNYNLDPKSKI.... Result: 0 (no interaction).